From a dataset of Forward reaction prediction with 1.9M reactions from USPTO patents (1976-2016). Predict the product of the given reaction. (1) Given the reactants [NH2:1][C:2]1[C:3]([CH:8]=O)=[N:4][CH:5]=[N:6][CH:7]=1.[Cl:10][C:11]1[CH:16]=[CH:15][C:14]([N+:17]([O-:19])=[O:18])=[CH:13][C:12]=1[C:20](=O)[CH3:21].[OH-].[Na+], predict the reaction product. The product is: [Cl:10][C:11]1[CH:16]=[CH:15][C:14]([N+:17]([O-:19])=[O:18])=[CH:13][C:12]=1[C:20]1[CH:21]=[CH:8][C:3]2[N:4]=[CH:5][N:6]=[CH:7][C:2]=2[N:1]=1. (2) The product is: [Br:1][C:2]1[CH:7]=[CH:6][C:5]([N:8]2[C:16]([C:17]([NH:19][CH3:20])=[O:18])=[C:15]3[C:10]([CH:11]=[C:12]([N:24]([CH2:30][CH2:31][N:32]4[C:33](=[O:42])[C:34]5[C:35](=[CH:38][CH:39]=[CH:40][CH:41]=5)[C:36]4=[O:37])[S:25]([CH3:28])(=[O:27])=[O:26])[C:13]([CH:21]4[CH2:23][CH2:22]4)=[CH:14]3)=[N:9]2)=[CH:4][CH:3]=1. Given the reactants [Br:1][C:2]1[CH:7]=[CH:6][C:5]([N:8]2[C:16]([C:17]([NH:19][CH3:20])=[O:18])=[C:15]3[C:10]([CH:11]=[C:12]([NH:24][S:25]([CH3:28])(=[O:27])=[O:26])[C:13]([CH:21]4[CH2:23][CH2:22]4)=[CH:14]3)=[N:9]2)=[CH:4][CH:3]=1.Br[CH2:30][CH2:31][N:32]1[C:36](=[O:37])[C:35]2=[CH:38][CH:39]=[CH:40][CH:41]=[C:34]2[C:33]1=[O:42], predict the reaction product. (3) Given the reactants [OH:1][C:2]1[CH2:7][CH2:6][C:5]([C:12]2[CH:17]=[CH:16][CH:15]=[C:14]([O:18][CH3:19])[CH:13]=2)([C:8]([O:10]C)=[O:9])[CH2:4][C:3]=1C(OC)=O.[OH-].[K+].Cl, predict the reaction product. The product is: [CH3:19][O:18][C:14]1[CH:13]=[C:12]([C:5]2([C:8]([OH:10])=[O:9])[CH2:4][CH2:3][C:2](=[O:1])[CH2:7][CH2:6]2)[CH:17]=[CH:16][CH:15]=1. (4) Given the reactants [NH2:1][C:2]1[CH:7]=[CH:6][C:5]([C:8]2[N:12]([CH3:13])[C:11]([C@@H:14]([N:22]([C:25]3[O:29][C:28]4[CH:30]=[CH:31][C:32]([Cl:34])=[CH:33][C:27]=4[CH:26]=3)[CH:23]=[O:24])[CH2:15][C:16]3[CH:21]=[CH:20][CH:19]=[CH:18][N:17]=3)=[N:10][CH:9]=2)=[CH:4][CH:3]=1.CO[CH:37]1[CH2:41][CH2:40][CH:39](OC)O1, predict the reaction product. The product is: [Cl:34][C:32]1[CH:31]=[CH:30][C:28]2[O:29][C:25]([N:22]([C@H:14]([C:11]3[N:12]([CH3:13])[C:8]([C:5]4[CH:4]=[CH:3][C:2]([N:1]5[CH:37]=[CH:41][CH:40]=[CH:39]5)=[CH:7][CH:6]=4)=[CH:9][N:10]=3)[CH2:15][C:16]3[CH:21]=[CH:20][CH:19]=[CH:18][N:17]=3)[CH:23]=[O:24])=[CH:26][C:27]=2[CH:33]=1. (5) Given the reactants [NH2:1][C:2]1[N:3]=[C:4]([C:23]([F:26])([F:25])[F:24])[C:5]2[CH2:10][C:9](=[O:11])[N:8]([CH2:12][C:13]3[C:18]([CH3:19])=[C:17]([O:20][CH3:21])[C:16]([CH3:22])=[CH:15][N:14]=3)[C:6]=2[N:7]=1.[CH:27]([C:29]1[NH:33][CH:32]=[C:31]([C:34]([OH:36])=[O:35])[CH:30]=1)=O.N1CCCCC1, predict the reaction product. The product is: [NH2:1][C:2]1[N:3]=[C:4]([C:23]([F:25])([F:24])[F:26])[C:5]2=[C:6]([N:8]([CH2:12][C:13]3[C:18]([CH3:19])=[C:17]([O:20][CH3:21])[C:16]([CH3:22])=[CH:15][N:14]=3)[C:9](=[O:11])/[C:10]/2=[CH:27]\[C:29]2[NH:33][CH:32]=[C:31]([C:34]([OH:36])=[O:35])[CH:30]=2)[N:7]=1. (6) Given the reactants [C:1]([O:5][C:6]([N:8]1[CH2:12][C:11](=[CH2:13])[CH2:10][C@H:9]1[C:14]([OH:16])=O)=[O:7])([CH3:4])([CH3:3])[CH3:2].C[N:18]1CCOCC1.ClC(OCC(C)C)=O, predict the reaction product. The product is: [C:14]([C@@H:9]1[CH2:10][C:11](=[CH2:13])[CH2:12][N:8]1[C:6]([O:5][C:1]([CH3:4])([CH3:3])[CH3:2])=[O:7])(=[O:16])[NH2:18]. (7) The product is: [CH2:21]([O:20][C:5]1[C:6]([C:7](=[O:8])[NH:9][CH2:10][CH2:11][CH2:12][N:13]2[CH2:17][CH2:16][CH2:15][C:14]2=[O:18])=[CH:19][C:2]([NH:1][C:50]([C:46]2[O:45][CH:49]=[CH:48][CH:47]=2)=[O:51])=[C:3]([N:23]2[CH2:24][CH2:25][N:26]([C:29]3[CH:34]=[CH:33][CH:32]=[CH:31][C:30]=3[CH3:35])[CH2:27][CH2:28]2)[CH:4]=1)[CH3:22]. Given the reactants [NH2:1][C:2]1[C:3]([N:23]2[CH2:28][CH2:27][N:26]([C:29]3[CH:34]=[CH:33][CH:32]=[CH:31][C:30]=3[CH3:35])[CH2:25][CH2:24]2)=[CH:4][C:5]([O:20][CH2:21][CH3:22])=[C:6]([CH:19]=1)[C:7]([NH:9][CH2:10][CH2:11][CH2:12][N:13]1[CH2:17][CH2:16][CH2:15][C:14]1=[O:18])=[O:8].C(N(CC)C(C)C)(C)C.[O:45]1[CH:49]=[CH:48][CH:47]=[C:46]1[C:50](Cl)=[O:51], predict the reaction product. (8) The product is: [C:15]([N:12]1[CH2:13][CH2:14][N:9]([C:6]2[CH:5]=[CH:4][C:3]([CH:1]=[O:2])=[N:8][CH:7]=2)[CH2:10][CH2:11]1)(=[O:17])[CH3:23]. Given the reactants [CH:1]([C:3]1[N:8]=[CH:7][C:6]([N:9]2[CH2:14][CH2:13][N:12]([C:15]([O:17]C(C)(C)C)=O)[CH2:11][CH2:10]2)=[CH:5][CH:4]=1)=[O:2].F[C:23](F)(F)C(O)=O.C(OC(=O)C)(=O)C.C(=O)([O-])O.[Na+], predict the reaction product.